Dataset: Peptide-MHC class I binding affinity with 185,985 pairs from IEDB/IMGT. Task: Regression. Given a peptide amino acid sequence and an MHC pseudo amino acid sequence, predict their binding affinity value. This is MHC class I binding data. (1) The peptide sequence is FLCKQYLNL. The MHC is Patr-A0701 with pseudo-sequence Patr-A0701. The binding affinity (normalized) is 0.356. (2) The binding affinity (normalized) is 0.315. The MHC is HLA-A31:01 with pseudo-sequence HLA-A31:01. The peptide sequence is KILIKIPVTK. (3) The binding affinity (normalized) is 0.0847. The peptide sequence is VELQIGWTV. The MHC is HLA-A26:02 with pseudo-sequence HLA-A26:02. (4) The peptide sequence is LSKRERQLAK. The binding affinity (normalized) is 0.318. The MHC is HLA-A31:01 with pseudo-sequence HLA-A31:01. (5) The binding affinity (normalized) is 0.395. The MHC is HLA-A03:01 with pseudo-sequence HLA-A03:01. The peptide sequence is ASGNLLLDK. (6) The peptide sequence is VPPFPRTAF. The MHC is HLA-B46:01 with pseudo-sequence HLA-B46:01. The binding affinity (normalized) is 0.0847. (7) The peptide sequence is EETIGEAF. The MHC is Mamu-B01 with pseudo-sequence Mamu-B01. The binding affinity (normalized) is 0. (8) The peptide sequence is RMGVKSQLL. The MHC is HLA-B15:01 with pseudo-sequence HLA-B15:01. The binding affinity (normalized) is 0.339. (9) The peptide sequence is GLMVAGYFY. The MHC is HLA-A25:01 with pseudo-sequence HLA-A25:01. The binding affinity (normalized) is 0.0847. (10) The peptide sequence is VIIMAINVFT. The MHC is HLA-A68:02 with pseudo-sequence HLA-A68:02. The binding affinity (normalized) is 0.389.